From a dataset of Reaction yield outcomes from USPTO patents with 853,638 reactions. Predict the reaction yield, written as a fraction of the theoretical maximum amount of product (1.0 means a 100% yield; for example, 0.34 means a 34% yield). (1) The reactants are [NH2:1][C:2]1[CH:3]=[CH:4][C:5]([F:26])=[C:6]([C:8]2[C:17]3[C:12](=[CH:13][CH:14]=[C:15]([C:18]4[CH:19]=[N:20][N:21]([CH3:23])[CH:22]=4)[CH:16]=3)[C:11](=[O:24])[N:10]([CH3:25])[CH:9]=2)[CH:7]=1.[CH3:27][S:28](Cl)(=[O:30])=[O:29]. The catalyst is N1C=CC=CC=1.C(Cl)Cl. The product is [F:26][C:5]1[CH:4]=[CH:3][C:2]([NH:1][S:28]([CH3:27])(=[O:30])=[O:29])=[CH:7][C:6]=1[C:8]1[C:17]2[C:12](=[CH:13][CH:14]=[C:15]([C:18]3[CH:19]=[N:20][N:21]([CH3:23])[CH:22]=3)[CH:16]=2)[C:11](=[O:24])[N:10]([CH3:25])[CH:9]=1. The yield is 0.780. (2) The reactants are [BH4-].[Li+].C([O:5][C:6](=O)[C@@H:7]([NH:14][S:15]([C:18]1[CH:23]=[CH:22][C:21]([Cl:24])=[CH:20][CH:19]=1)(=[O:17])=[O:16])[C@H:8]([CH3:13])[C:9]([F:12])([F:11])[F:10])C.Cl. The catalyst is C1COCC1. The product is [Cl:24][C:21]1[CH:22]=[CH:23][C:18]([S:15]([NH:14][C@H:7]([CH2:6][OH:5])[C@@H:8]([CH3:13])[C:9]([F:10])([F:11])[F:12])(=[O:17])=[O:16])=[CH:19][CH:20]=1. The yield is 0.710. (3) No catalyst specified. The yield is 0.951. The product is [C:7]1(=[O:8])[C:6]2[CH:1]=[CH:2][N:3]=[CH:4][C:5]=2[C:10](=[O:12])[NH:23]1. The reactants are [CH:1]1[C:6]([C:7](O)=[O:8])=[C:5]([C:10]([OH:12])=O)[CH:4]=[N:3][CH:2]=1.C(OC(=O)C)(=O)C.C([NH2:23])(=O)C.